This data is from Catalyst prediction with 721,799 reactions and 888 catalyst types from USPTO. The task is: Predict which catalyst facilitates the given reaction. (1) Product: [CH2:1]([O:19][C@H:20]([CH2:32][O:33][CH2:34][CH2:35][CH2:36][CH2:37][CH2:38][CH2:39][CH2:40][CH2:41][CH2:42][CH2:43][CH2:44][CH2:45][CH2:46][CH2:47][CH2:48][CH2:49][CH2:50][CH3:51])[CH2:21][CH2:22][CH2:23][OH:24])[CH2:2][CH2:3][CH2:4][CH2:5][CH2:6][CH2:7][CH2:8][CH2:9][CH2:10][CH2:11][CH2:12][CH2:13][CH2:14][CH2:15][CH2:16][CH2:17][CH3:18]. The catalyst class is: 78. Reactant: [CH2:1]([O:19][C@H:20]([CH2:32][O:33][CH2:34][CH2:35][CH2:36][CH2:37][CH2:38][CH2:39][CH2:40][CH2:41][CH2:42][CH2:43][CH2:44][CH2:45][CH2:46][CH2:47][CH2:48][CH2:49][CH2:50][CH3:51])[CH2:21][CH2:22][CH2:23][O:24]CC1C=CC=CC=1)[CH2:2][CH2:3][CH2:4][CH2:5][CH2:6][CH2:7][CH2:8][CH2:9][CH2:10][CH2:11][CH2:12][CH2:13][CH2:14][CH2:15][CH2:16][CH2:17][CH3:18]. (2) Reactant: [OH:1][C:2]1[C:7]([CH2:8][NH:9][C:10]2[CH:23]=[CH:22][C:13]3[C@H:14]([CH2:17][C:18]([O:20][CH3:21])=[O:19])[CH2:15][O:16][C:12]=3[CH:11]=2)=[CH:6][CH:5]=[CH:4][C:3]=1[C:24]1[C:29]([CH3:30])=[CH:28][CH:27]=[CH:26][C:25]=1[CH3:31].CO.[CH2:34](P(CCCC)CCCC)CCC.N(C(N1CCCCC1)=O)=NC(N1CCCCC1)=O. Product: [CH3:34][O:1][C:2]1[C:7]([CH2:8][NH:9][C:10]2[CH:23]=[CH:22][C:13]3[C@H:14]([CH2:17][C:18]([O:20][CH3:21])=[O:19])[CH2:15][O:16][C:12]=3[CH:11]=2)=[CH:6][CH:5]=[CH:4][C:3]=1[C:24]1[C:29]([CH3:30])=[CH:28][CH:27]=[CH:26][C:25]=1[CH3:31]. The catalyst class is: 188. (3) Reactant: Br[C:2]1[CH:3]=[CH:4][C:5]([C:8]([NH:10][CH3:11])=[O:9])=[N:6][CH:7]=1.CC([O-])=O.[K+].Br[C:18]1[N:23]=[C:22]2[S:24][C:25]([NH:27][C:28](=[O:30])[CH3:29])=[N:26][C:21]2=[CH:20][CH:19]=1.C([O-])([O-])=O.[Cs+].[Cs+].C([O-])(O)=O.[Na+]. Product: [C:28]([NH:27][C:25]1[S:24][C:22]2[C:21]([N:26]=1)=[CH:20][CH:19]=[C:18]([C:2]1[CH:3]=[CH:4][C:5]([C:8]([NH:10][CH3:11])=[O:9])=[N:6][CH:7]=1)[N:23]=2)(=[O:30])[CH3:29]. The catalyst class is: 887. (4) Reactant: Br[C:2]1[C:3](=[O:10])[N:4]([CH3:9])[N:5]=[C:6]([Cl:8])[CH:7]=1.[O:11]1[CH2:16][CH:15]=[C:14](B2OC(C)(C)C(C)(C)O2)[CH2:13][CH2:12]1.C(Cl)Cl.C([O-])([O-])=O.[Na+].[Na+]. Product: [Cl:8][C:6]1[CH:7]=[C:2]([C:14]2[CH2:15][CH2:16][O:11][CH2:12][CH:13]=2)[C:3](=[O:10])[N:4]([CH3:9])[N:5]=1. The catalyst class is: 438. (5) Reactant: I[C:2]1[CH:14]=[CH:13][C:5]([C:6]([N:8]([CH2:11][CH3:12])[CH2:9][CH3:10])=[O:7])=[CH:4][CH:3]=1.[Li]CCCC.[C:20]([C:24]1[CH:25]=[C:26]([CH:29]=[CH:30][CH:31]=1)[CH:27]=[O:28])([O:22][CH3:23])=[O:21].[NH4+].[Cl-]. Product: [CH2:9]([N:8]([CH2:11][CH3:12])[C:6]([C:5]1[CH:13]=[CH:14][C:2]([CH:27]([OH:28])[C:26]2[CH:25]=[C:24]([CH:31]=[CH:30][CH:29]=2)[C:20]([O:22][CH3:23])=[O:21])=[CH:3][CH:4]=1)=[O:7])[CH3:10]. The catalyst class is: 247. (6) Reactant: Br[C:2]1[CH:3]=[N:4][C:5]([NH:8][CH2:9][CH:10](N2CCOCC2)[CH3:11])=[N:6][CH:7]=1.C1(P(C2C=CC=CC=2)C2C=CC=CC=2)C=CC=CC=1.[C:37]([C:39]1[CH:40]=[C:41]([NH2:45])[CH:42]=[N:43][CH:44]=1)#[CH:38].[NH:46]1[CH2:51][CH2:50]C[CH2:48][CH2:47]1.C(O)(=O)CC(CC(O)=O)(C(O)=O)[OH:55]. Product: [NH2:45][C:41]1[CH:40]=[C:39]([C:37]#[C:38][C:2]2[CH:7]=[N:6][C:5]([NH:8][CH2:9][CH2:10][CH2:11][N:46]3[CH2:51][CH2:50][O:55][CH2:48][CH2:47]3)=[N:4][CH:3]=2)[CH:44]=[N:43][CH:42]=1. The catalyst class is: 235.